From a dataset of Reaction yield outcomes from USPTO patents with 853,638 reactions. Predict the reaction yield, written as a fraction of the theoretical maximum amount of product (1.0 means a 100% yield; for example, 0.34 means a 34% yield). (1) The reactants are [Cl:1][C:2]1[CH:18]=[CH:17][C:5]2[CH2:6][CH2:7][N:8]([C:11](=[O:16])[C:12]([F:15])([F:14])[F:13])[CH2:9][CH2:10][C:4]=2[C:3]=1OS(C(F)(F)F)(=O)=O.[CH3:27][C:28]1([C:33]2[CH:40]=[CH:39][C:36]([CH2:37][NH2:38])=[CH:35][CH:34]=2)[O:32][CH2:31][CH2:30][O:29]1. No catalyst specified. The product is [CH3:27][C:28]1([C:33]2[CH:40]=[CH:39][C:36]([CH2:37][NH:38][C:3]3[C:4]4[CH2:10][CH2:9][N:8]([C:11](=[O:16])[C:12]([F:15])([F:14])[F:13])[CH2:7][CH2:6][C:5]=4[CH:17]=[CH:18][C:2]=3[Cl:1])=[CH:35][CH:34]=2)[O:29][CH2:30][CH2:31][O:32]1. The yield is 0.680. (2) The yield is 0.990. The product is [Cl:1][C:2]1[N:10]=[C:9]2[C:5]([N:6]=[C:7]([CH:25]=[O:26])[N:8]2[CH:11]2[CH2:16][CH2:15][CH2:14][CH2:13][O:12]2)=[C:4]([N:17]2[CH2:22][CH2:21][O:20][CH2:19][CH2:18]2)[N:3]=1. The reactants are [Cl:1][C:2]1[N:10]=[C:9]2[C:5]([N:6]=[CH:7][N:8]2[CH:11]2[CH2:16][CH2:15][CH2:14][CH2:13][O:12]2)=[C:4]([N:17]2[CH2:22][CH2:21][O:20][CH2:19][CH2:18]2)[N:3]=1.C1C[O:26][CH2:25]C1.C([Li])CCC.CN(C)C=O. The catalyst is CCCCCC.